Dataset: Full USPTO retrosynthesis dataset with 1.9M reactions from patents (1976-2016). Task: Predict the reactants needed to synthesize the given product. (1) Given the product [CH3:22][O:20][C:19](=[O:21])[C@@H:9]([CH2:10][O:11][CH2:12][C:13]1[CH:14]=[CH:15][CH:16]=[CH:17][CH:18]=1)[NH:8][C:6]([O:5][C:1]([CH3:4])([CH3:2])[CH3:3])=[O:7], predict the reactants needed to synthesize it. The reactants are: [C:1]([O:5][C:6]([NH:8][C@@H:9]([C:19]([OH:21])=[O:20])[CH2:10][O:11][CH2:12][C:13]1[CH:18]=[CH:17][CH:16]=[CH:15][CH:14]=1)=[O:7])([CH3:4])([CH3:3])[CH3:2].[C:22](=O)(O)[O-].[Na+].CI. (2) Given the product [CH3:21][S:22]([CH2:25][CH2:26][N:17]1[CH2:18][CH2:19][CH:14]([N:12]2[CH:13]=[C:9]([B:4]3[O:5][C:6]([CH3:7])([CH3:8])[C:2]([CH3:20])([CH3:1])[O:3]3)[CH:10]=[N:11]2)[CH2:15][CH2:16]1)(=[O:24])=[O:23], predict the reactants needed to synthesize it. The reactants are: [CH3:1][C:2]1([CH3:20])[C:6]([CH3:8])([CH3:7])[O:5][B:4]([C:9]2[CH:10]=[N:11][N:12]([CH:14]3[CH2:19][CH2:18][NH:17][CH2:16][CH2:15]3)[CH:13]=2)[O:3]1.[CH3:21][S:22]([CH:25]=[CH2:26])(=[O:24])=[O:23].CCN(C(C)C)C(C)C. (3) Given the product [NH2:1][C:2]1[C:11]2[C:6](=[C:7]([C:24]3[CH:25]=[CH:26][C:21]([Cl:20])=[CH:22][CH:23]=3)[CH:8]=[CH:9][CH:10]=2)[N:5]=[N:4][C:3]=1[C:13]([NH:15][CH:16]1[CH2:19][CH2:18][CH2:17]1)=[O:14], predict the reactants needed to synthesize it. The reactants are: [NH2:1][C:2]1[C:11]2[C:6](=[C:7](Br)[CH:8]=[CH:9][CH:10]=2)[N:5]=[N:4][C:3]=1[C:13]([NH:15][CH:16]1[CH2:19][CH2:18][CH2:17]1)=[O:14].[Cl:20][C:21]1[CH:26]=[CH:25][C:24](B(O)O)=[CH:23][CH:22]=1. (4) Given the product [NH2:17][C:8]1[CH:9]=[C:10]([S:13]([NH2:16])(=[O:14])=[O:15])[CH:11]=[CH:12][C:7]=1[O:6][CH:3]([CH3:5])[CH3:4], predict the reactants needed to synthesize it. The reactants are: [BH4-].[Na+].[CH:3]([O:6][C:7]1[CH:12]=[CH:11][C:10]([S:13]([NH2:16])(=[O:15])=[O:14])=[CH:9][C:8]=1[N+:17]([O-])=O)([CH3:5])[CH3:4].O. (5) Given the product [CH3:1][O:2][C:3]([C:5]1[S:15][C:8]2=[CH:9][N:10]=[C:11]([Cl:14])[C:12]([C:20]3[CH:21]=[C:16]([C:25]4[CH:30]=[CH:29][CH:28]=[CH:27][CH:26]=4)[CH:17]=[CH:18][CH:19]=3)=[C:7]2[CH:6]=1)=[O:4], predict the reactants needed to synthesize it. The reactants are: [CH3:1][O:2][C:3]([C:5]1[S:15][C:8]2=[CH:9][N:10]=[C:11]([Cl:14])[C:12](Br)=[C:7]2[CH:6]=1)=[O:4].[C:16]1([C:25]2[CH:30]=[CH:29][CH:28]=[CH:27][CH:26]=2)[CH:21]=[CH:20][CH:19]=[C:18](B(O)O)[CH:17]=1.C(=O)([O-])[O-].[Cs+].[Cs+]. (6) Given the product [Cl:26][C:24]([C:4]1[CH:5]=[CH:6][C:1]([C@H:7]2[CH2:8][CH2:9][C@H:10]([CH2:13][C:14]([O:16][CH2:17][CH3:18])=[O:15])[CH2:11][CH2:12]2)=[CH:2][CH:3]=1)=[O:25], predict the reactants needed to synthesize it. The reactants are: [C:1]1([C@H:7]2[CH2:12][CH2:11][C@H:10]([CH2:13][C:14]([O:16][CH2:17][CH3:18])=[O:15])[CH2:9][CH2:8]2)[CH:6]=[CH:5][CH:4]=[CH:3][CH:2]=1.[Al+3].[Cl-].[Cl-].[Cl-].C(Cl)(=O)[C:24]([Cl:26])=[O:25].[Cl-].[Ca+2].[Cl-]. (7) Given the product [Cl:8][C:9]1[CH:10]=[C:11]([Cl:21])[C:12]2[N:13]([C:15]([C:18]([NH:7][C:4]3[CH:5]=[CH:6][N:1]=[CH:2][N:3]=3)=[O:19])=[CH:16][N:17]=2)[N:14]=1.[Br:22][C:23]1[C:24]2[N:25]([C:30]([C:33]([NH:7][C:4]3[CH:5]=[CH:6][N:1]=[CH:2][N:3]=3)=[O:34])=[CH:31][N:32]=2)[N:26]=[C:27]([Cl:29])[CH:28]=1, predict the reactants needed to synthesize it. The reactants are: [N:1]1[CH:6]=[CH:5][C:4]([NH2:7])=[N:3][CH:2]=1.[Cl:8][C:9]1[CH:10]=[C:11]([Cl:21])[C:12]2[N:13]([C:15]([C:18](Cl)=[O:19])=[CH:16][N:17]=2)[N:14]=1.[Br:22][C:23]1[C:24]2[N:25]([C:30]([C:33](Cl)=[O:34])=[CH:31][N:32]=2)[N:26]=[C:27]([Cl:29])[CH:28]=1. (8) Given the product [Cl:26][CH2:25][CH2:24][CH2:23][CH2:22][N:7]1[C:6](=[O:12])[C:5]2[CH:13]=[CH:14][C:2]([Cl:1])=[CH:3][C:4]=2[O:10][CH:9]=[C:8]1[Cl:40], predict the reactants needed to synthesize it. The reactants are: [Cl:1][C:2]1[CH:14]=[CH:13][C:5]2[C:6](=[O:12])[NH:7][C:8](=O)[CH2:9][O:10][C:4]=2[CH:3]=1.C(=O)([O-])[O-].[K+].[K+].Br[CH2:22][CH2:23][CH2:24][CH2:25][Cl:26].C(N(CC)C1C=CC=CC=1)C.P(Cl)(Cl)([Cl:40])=O.